This data is from Forward reaction prediction with 1.9M reactions from USPTO patents (1976-2016). The task is: Predict the product of the given reaction. (1) Given the reactants [NH2:1][C:2]1[CH:7]=[CH:6][CH:5]=[CH:4][CH:3]=1.C(O)(=O)[C:9]1[CH:14]=[CH:13][CH:12]=[CH:11][CH:10]=1.Cl, predict the reaction product. The product is: [C:2]1([NH:1][C:9]2[CH:14]=[CH:13][CH:12]=[CH:11][CH:10]=2)[CH:7]=[CH:6][CH:5]=[CH:4][CH:3]=1. (2) The product is: [N:25]1[NH:26][N:27]=[N:18][C:17]=1[C:14]1[CH:15]=[C:16]2[C:11](=[CH:12][CH:13]=1)[NH:10][N:9]=[C:8]2[C:4]1[CH:3]=[C:2]([NH2:1])[CH:7]=[CH:6][CH:5]=1. Given the reactants [NH2:1][C:2]1[CH:3]=[C:4]([C:8]2[C:16]3[C:11](=[CH:12][CH:13]=[C:14]([C:17]#[N:18])[CH:15]=3)[N:10](C3CCCCO3)[N:9]=2)[CH:5]=[CH:6][CH:7]=1.[N:25]([Sn](CCCC)(CCCC)CCCC)=[N+:26]=[N-:27], predict the reaction product. (3) The product is: [Br:22][C:23]1[O:27][C:26]([C:28]([CH:8]2[C:7](=[O:10])[CH2:6][CH2:5][C:4]3([O:3][CH2:2][CH2:1][O:11]3)[CH2:9]2)=[O:29])=[CH:25][CH:24]=1. Given the reactants [CH2:1]1[O:11][C:4]2([CH2:9][CH2:8][C:7](=[O:10])[CH2:6][CH2:5]2)[O:3][CH2:2]1.[Li+].C[Si]([N-][Si](C)(C)C)(C)C.[Br:22][C:23]1[O:27][C:26]([C:28](Cl)=[O:29])=[CH:25][CH:24]=1.[OH-].[Na+], predict the reaction product. (4) Given the reactants [F:1][C:2]1[CH:7]=[CH:6][C:5]([CH2:8][OH:9])=[CH:4][CH:3]=1.Cl[C:11]1[CH:28]=[C:15]2[N:16](C(OC(C)(C)C)=O)[C@@H:17]([CH3:20])[CH2:18][CH2:19][N:14]2[C:13](=[O:29])[N:12]=1, predict the reaction product. The product is: [F:1][C:2]1[CH:7]=[CH:6][C:5]([CH2:8][O:9][C:11]2[CH:28]=[C:15]3[NH:16][C@@H:17]([CH3:20])[CH2:18][CH2:19][N:14]3[C:13](=[O:29])[N:12]=2)=[CH:4][CH:3]=1. (5) Given the reactants [CH3:1][O:2][C:3]([C:5]1[CH:6]=[C:7]2[C:12](=[CH:13][CH:14]=1)[NH:11][CH:10]([C:15]1[CH:16]=[C:17]([CH:21]=[CH:22][CH:23]=1)[C:18](O)=[O:19])[C:9]([CH3:25])([CH3:24])[CH2:8]2)=[O:4].ON1C2C=CC=CC=2N=N1.CN(C)CCCN=C=NCC.Cl.CN1CCOCC1.[CH2:55]([N:57]1[CH2:61][CH2:60][CH2:59][CH:58]1[CH2:62][NH2:63])[CH3:56], predict the reaction product. The product is: [CH2:55]([N:57]1[CH2:61][CH2:60][CH2:59][CH:58]1[CH2:62][NH:63][C:18]([C:17]1[CH:16]=[C:15]([CH:10]2[C:9]([CH3:24])([CH3:25])[CH2:8][C:7]3[C:12](=[CH:13][CH:14]=[C:5]([C:3]([O:2][CH3:1])=[O:4])[CH:6]=3)[NH:11]2)[CH:23]=[CH:22][CH:21]=1)=[O:19])[CH3:56]. (6) Given the reactants [Na].[Br:2][C:3]1[CH:8]=[CH:7][CH:6]=[C:5]([C:9]#[N:10])[C:4]=1[NH:11][CH2:12][C:13]([NH2:15])=[O:14].[NH4+].[Cl-], predict the reaction product. The product is: [NH2:10][C:9]1[C:5]2[C:4](=[C:3]([Br:2])[CH:8]=[CH:7][CH:6]=2)[NH:11][C:12]=1[C:13]([NH2:15])=[O:14]. (7) Given the reactants CN(C(ON1N=NC2C=CC=NC1=2)=[N+](C)C)C.F[P-](F)(F)(F)(F)F.[CH3:25][C:26]1[O:27][C:28]([C:32]([OH:34])=O)=[C:29]([CH3:31])[N:30]=1.CCN(C(C)C)C(C)C.[Si]([O:51][C:52]1[CH:53]=[N:54][C:55]2[N:56]([CH:58]=[C:59]([C:61]3[CH:62]=[C:63]([CH:65]=[CH:66][C:67]=3[F:68])[NH2:64])[N:60]=2)[CH:57]=1)(C(C)(C)C)(C)C, predict the reaction product. The product is: [F:68][C:67]1[CH:66]=[CH:65][C:63]([NH:64][C:32]([C:28]2[O:27][C:26]([CH3:25])=[N:30][C:29]=2[CH3:31])=[O:34])=[CH:62][C:61]=1[C:59]1[N:60]=[C:55]2[N:54]=[CH:53][C:52]([OH:51])=[CH:57][N:56]2[CH:58]=1.